This data is from Catalyst prediction with 721,799 reactions and 888 catalyst types from USPTO. The task is: Predict which catalyst facilitates the given reaction. (1) The catalyst class is: 33. Product: [CH3:10][C:8]1[NH:7][C:6]2[CH:11]=[CH:12][C:3]([NH:2][NH2:13])=[CH:4][C:5]=2[N:9]=1. Reactant: Cl.[NH2:2][C:3]1[CH:12]=[CH:11][C:6]2[NH:7][C:8]([CH3:10])=[N:9][C:5]=2[CH:4]=1.[N:13]([O-])=O.[Na+].O.O.[Sn](Cl)Cl. (2) Reactant: [CH3:1][N:2]([CH2:4][CH:5]1[C:10]([OH:19])([C:11]2[CH:16]=[C:15]([O:17][CH3:18])[CH:14]=[CH:13][CH:12]=2)[CH2:9][CH2:8][CH2:7][CH2:6]1)[CH3:3].Cl. Product: [CH3:3][N:2]([CH2:4][CH:5]1[C:10]([OH:19])([C:11]2[CH:16]=[C:15]([O:17][CH3:18])[CH:14]=[CH:13][CH:12]=2)[CH2:9][CH2:8][CH2:7][CH2:6]1)[CH3:1]. The catalyst class is: 138. (3) Reactant: [OH:1][C@@H:2]([C@H:4]1[C:40](=[O:41])[N:6]2[C:7]([C:27]([O:29][CH2:30][C:31]3[CH:36]=[CH:35][C:34]([N+:37]([O-:39])=[O:38])=[CH:33][CH:32]=3)=[O:28])=[C:8]([C:11]3[S:15][C:14]4=[C:16]([C:19]([C:21]5[CH:22]=[N:23][CH:24]=[CH:25][CH:26]=5)=[O:20])[N:17]=[CH:18][N:13]4[CH:12]=3)[C@H:9]([CH3:10])[C@H:5]12)[CH3:3].[F:42][C:43]([F:50])([F:49])[S:44]([O:47]C)(=[O:46])=[O:45]. Product: [F:42][C:43]([F:50])([F:49])[S:44]([O-:47])(=[O:46])=[O:45].[OH:1][C@@H:2]([C@H:4]1[C:40](=[O:41])[N:6]2[C:7]([C:27]([O:29][CH2:30][C:31]3[CH:32]=[CH:33][C:34]([N+:37]([O-:39])=[O:38])=[CH:35][CH:36]=3)=[O:28])=[C:8]([C:11]3[S:15][C:14]4=[C:16]([C:19]([C:21]5[CH:22]=[N+:23]([CH3:43])[CH:24]=[CH:25][CH:26]=5)=[O:20])[N:17]=[CH:18][N:13]4[CH:12]=3)[C@H:9]([CH3:10])[C@H:5]12)[CH3:3]. The catalyst class is: 4.